This data is from Reaction yield outcomes from USPTO patents with 853,638 reactions. The task is: Predict the reaction yield, written as a fraction of the theoretical maximum amount of product (1.0 means a 100% yield; for example, 0.34 means a 34% yield). (1) The yield is 1.00. The reactants are [CH3:1][O:2][C:3](=[O:22])[C:4]1[CH:9]=[C:8]([CH2:10][CH:11]([CH3:13])[CH3:12])[CH:7]=[C:6]([O:14]CC2C=CC=CC=2)[CH:5]=1. The catalyst is C(O)C.[OH-].[Pd+2].[OH-]. The product is [CH3:1][O:2][C:3](=[O:22])[C:4]1[CH:9]=[C:8]([CH2:10][CH:11]([CH3:13])[CH3:12])[CH:7]=[C:6]([OH:14])[CH:5]=1. (2) The reactants are C(OC([NH:8][CH2:9][CH:10]([CH2:22][CH:23]([CH3:25])[CH3:24])[CH2:11][C:12]([O:14][CH2:15][C:16]1[CH:21]=[CH:20][CH:19]=[CH:18][CH:17]=1)=[O:13])=O)(C)(C)C.[ClH:26]. The catalyst is O1CCOCC1. The product is [ClH:26].[NH2:8][CH2:9][CH:10]([CH2:22][CH:23]([CH3:25])[CH3:24])[CH2:11][C:12]([O:14][CH2:15][C:16]1[CH:17]=[CH:18][CH:19]=[CH:20][CH:21]=1)=[O:13]. The yield is 0.880. (3) The product is [CH3:1][C:2]1[O:6][N:5]=[C:4]([C:7]2[CH:8]=[CH:9][CH:10]=[CH:11][CH:12]=2)[C:3]=1[C:13]1[O:15][C:21]([C:18]2[CH:19]=[CH:20][S:16][CH:17]=2)=[N:23][N:24]=1. The yield is 0.380. The reactants are [CH3:1][C:2]1[O:6][N:5]=[C:4]([C:7]2[CH:12]=[CH:11][CH:10]=[CH:9][CH:8]=2)[C:3]=1[C:13]([OH:15])=O.[S:16]1[CH:20]=[CH:19][C:18]([C:21]([NH:23][NH2:24])=O)=[CH:17]1. No catalyst specified. (4) The reactants are [NH2:1][C:2]1[CH:6]=[C:5]([C:7]2[CH:12]=[CH:11][CH:10]=[CH:9][CH:8]=2)[NH:4][N:3]=1.[C:13]([Cl:19])(=O)[CH2:14][C:15]([Cl:17])=O. The catalyst is C(#N)C.O. The product is [Cl:17][C:15]1[CH:14]=[C:13]([Cl:19])[N:3]2[N:4]=[C:5]([C:7]3[CH:12]=[CH:11][CH:10]=[CH:9][CH:8]=3)[CH:6]=[C:2]2[N:1]=1. The yield is 0.100. (5) The reactants are [NH2:1][C:2]1[CH:3]=[C:4]([C:8]2[N:16]3[C:11]([C:12]([NH2:17])=[N:13][CH:14]=[N:15]3)=[C:10]([C:18]3[CH:19]=[CH:20][C:21]4[C:25]([CH:26]=3)=[N:24][N:23]([CH2:27][C:28]3[CH:33]=[CH:32][CH:31]=[CH:30][CH:29]=3)[CH:22]=4)[CH:9]=2)[CH:5]=[CH:6][CH:7]=1.[CH3:34][S:35](Cl)(=[O:37])=[O:36]. No catalyst specified. The product is [NH2:17][C:12]1[C:11]2=[C:10]([C:18]3[CH:19]=[CH:20][C:21]4[C:25]([CH:26]=3)=[N:24][N:23]([CH2:27][C:28]3[CH:33]=[CH:32][CH:31]=[CH:30][CH:29]=3)[CH:22]=4)[CH:9]=[C:8]([C:4]3[CH:3]=[C:2]([NH:1][S:35]([CH3:34])(=[O:37])=[O:36])[CH:7]=[CH:6][CH:5]=3)[N:16]2[N:15]=[CH:14][N:13]=1. The yield is 0.0100. (6) The reactants are Br[C:2]1[C:7]([NH2:8])=[C:6]([F:9])[C:5]([C:10]([F:13])([F:12])[F:11])=[CH:4][CH:3]=1.[NH3:14]. The catalyst is Cl[Cu]. The product is [F:9][C:6]1[C:5]([C:10]([F:13])([F:12])[F:11])=[CH:4][CH:3]=[C:2]([NH2:14])[C:7]=1[NH2:8]. The yield is 0.530. (7) The reactants are [Cl:1][C:2]1[C:11]2[C:6](=[CH:7][CH:8]=[C:9]([OH:12])[CH:10]=2)[N:5]=[CH:4][N:3]=1.O[CH2:14][C@@H:15]1[CH2:19][CH2:18][CH2:17][N:16]1[C:20]([O:22][C:23]([CH3:26])([CH3:25])[CH3:24])=[O:21]. No catalyst specified. The product is [Cl:1][C:2]1[C:11]2[C:6](=[CH:7][CH:8]=[C:9]([O:12][CH2:14][C@@H:15]3[CH2:19][CH2:18][CH2:17][N:16]3[C:20]([O:22][C:23]([CH3:24])([CH3:26])[CH3:25])=[O:21])[CH:10]=2)[N:5]=[CH:4][N:3]=1. The yield is 0.900.